This data is from Reaction yield outcomes from USPTO patents with 853,638 reactions. The task is: Predict the reaction yield, written as a fraction of the theoretical maximum amount of product (1.0 means a 100% yield; for example, 0.34 means a 34% yield). (1) The reactants are ClC1C=CC([NH:8][C:9]2[C:14]([Cl:15])=[CH:13][C:12]([C:16]3[NH:20][N:19]=[N:18][N:17]=3)=[CH:11][N:10]=2)=CC=1.[H-].[Na+].I[CH2:24][CH2:25][CH3:26]. The catalyst is CN(C=O)C.O. The product is [Cl:15][C:14]1[C:9]([NH2:8])=[N:10][CH:11]=[C:12]([C:16]2[N:17]([CH2:24][CH2:25][CH3:26])[N:18]=[N:19][N:20]=2)[CH:13]=1. The yield is 0.440. (2) The reactants are Br[C:2]1[CH:7]=[CH:6][CH:5]=[C:4]([N:8]2[C:12]([CH3:13])=[CH:11][CH:10]=[C:9]2[CH3:14])[N:3]=1.C([Li])CCC.CCCCCC.CCOCC.I[C:32]1[CH:37]=[CH:36][C:35]([CH2:38][CH2:39][Cl:40])=[CH:34][CH:33]=1. The catalyst is [Cl-].[Zn+2].[Cl-].O1CCCC1. The product is [CH3:14][C:9]1[N:8]([C:4]2[CH:5]=[CH:6][CH:7]=[C:2]([C:32]3[CH:37]=[CH:36][C:35]([CH2:38][CH2:39][Cl:40])=[CH:34][CH:33]=3)[N:3]=2)[C:12]([CH3:13])=[CH:11][CH:10]=1. The yield is 0.590.